Dataset: Forward reaction prediction with 1.9M reactions from USPTO patents (1976-2016). Task: Predict the product of the given reaction. (1) Given the reactants [N:1]1[CH:6]=[CH:5][C:4]([C:7]2[C:17]3[O:16][CH2:15][CH2:14][N:13](C(OC(C)(C)C)=O)[CH2:12][C:11]=3[CH:10]=[CH:9][CH:8]=2)=[CH:3][CH:2]=1.C(OCC)(=O)C.[ClH:31], predict the reaction product. The product is: [ClH:31].[ClH:31].[N:1]1[CH:2]=[CH:3][C:4]([C:7]2[C:17]3[O:16][CH2:15][CH2:14][NH:13][CH2:12][C:11]=3[CH:10]=[CH:9][CH:8]=2)=[CH:5][CH:6]=1. (2) Given the reactants [CH2:1]([O:8][C:9]([N:11]1[CH2:16][CH2:15][CH:14]([OH:17])[CH2:13][CH2:12]1)=[O:10])[C:2]1[CH:7]=[CH:6][CH:5]=[CH:4][CH:3]=1.[H-].[Na+].[CH3:20]I.O, predict the reaction product. The product is: [CH2:1]([O:8][C:9]([N:11]1[CH2:16][CH2:15][CH:14]([O:17][CH3:20])[CH2:13][CH2:12]1)=[O:10])[C:2]1[CH:7]=[CH:6][CH:5]=[CH:4][CH:3]=1. (3) Given the reactants [Cl:1][CH2:2][C:3](Cl)=[O:4].[CH3:6][O:7][C:8]1[CH:9]=[C:10]2[C:15](=[CH:16][C:17]=1[O:18][CH2:19][CH2:20][N:21]1[CH2:26][CH2:25][NH:24][CH2:23][CH2:22]1)[N:14]=[CH:13][N:12]=[C:11]2[O:27][C:28]1[CH:29]=[C:30]2[C:34](=[CH:35][CH:36]=1)[NH:33][C:32]([CH2:37]C)=[CH:31]2.CCN(C(C)C)C(C)C.CO, predict the reaction product. The product is: [Cl:1][CH2:2][C:3]([N:24]1[CH2:23][CH2:22][N:21]([CH2:20][CH2:19][O:18][C:17]2[CH:16]=[C:15]3[C:10]([C:11]([O:27][C:28]4[CH:29]=[C:30]5[C:34](=[CH:35][CH:36]=4)[NH:33][C:32]([CH3:37])=[CH:31]5)=[N:12][CH:13]=[N:14]3)=[CH:9][C:8]=2[O:7][CH3:6])[CH2:26][CH2:25]1)=[O:4]. (4) Given the reactants [CH2:1]([O:3][C:4](=[O:28])[CH:5]=[CH:6][C:7]1[CH:12]=[CH:11][C:10]([CH2:13]NC(=O)C2C=CC(N3CCCC3)=CC=2)=[CH:9][CH:8]=1)[CH3:2].OCC1C=CC(C[S:38]([NH:41][C:42]2[CH:43]=[N:44][CH:45]=[CH:46][CH:47]=2)(=[O:40])=[O:39])=CC=1, predict the reaction product. The product is: [CH2:1]([O:3][C:4](=[O:28])[CH:5]=[CH:6][C:7]1[CH:8]=[CH:9][C:10]([CH2:13][S:38](=[O:40])(=[O:39])[NH:41][C:42]2[CH:43]=[N:44][CH:45]=[CH:46][CH:47]=2)=[CH:11][CH:12]=1)[CH3:2]. (5) The product is: [F:18][C:19]1[C:24]([F:25])=[CH:23][CH:22]=[CH:21][C:20]=1[C:26]1[N:27]=[C:28]2[C:33]([NH2:34])=[N:32][N:31]([CH2:2][C:3]3[O:7][N:6]=[C:5]([C:8]4[CH:13]=[CH:12][C:11]([C:14]([F:17])([F:16])[F:15])=[CH:10][CH:9]=4)[CH:4]=3)[CH:30]=[C:29]2[N:35]=1. Given the reactants Cl[CH2:2][C:3]1[O:7][N:6]=[C:5]([C:8]2[CH:13]=[CH:12][C:11]([C:14]([F:17])([F:16])[F:15])=[CH:10][CH:9]=2)[CH:4]=1.[F:18][C:19]1[C:24]([F:25])=[CH:23][CH:22]=[CH:21][C:20]=1[C:26]1[N:27]=[C:28]2[C:33]([NH2:34])=[N:32][NH:31][CH:30]=[C:29]2[N:35]=1, predict the reaction product. (6) Given the reactants [CH2:1]([N:8]1[C:16]2[C:11](=[CH:12][C:13]([C:17]3[CH:22]=[C:21]([C:23]([F:26])([F:25])[F:24])[CH:20]=[C:19]([C:27]([F:30])([F:29])[F:28])[CH:18]=3)=[CH:14][CH:15]=2)[C:10]([C:31](=[O:37])[C:32]([O:34]CC)=[O:33])=[CH:9]1)[C:2]1[CH:7]=[CH:6][CH:5]=[CH:4][CH:3]=1.[OH-].[K+], predict the reaction product. The product is: [CH2:1]([N:8]1[C:16]2[C:11](=[CH:12][C:13]([C:17]3[CH:18]=[C:19]([C:27]([F:28])([F:29])[F:30])[CH:20]=[C:21]([C:23]([F:26])([F:24])[F:25])[CH:22]=3)=[CH:14][CH:15]=2)[C:10]([C:31](=[O:37])[C:32]([OH:34])=[O:33])=[CH:9]1)[C:2]1[CH:3]=[CH:4][CH:5]=[CH:6][CH:7]=1.